Dataset: Forward reaction prediction with 1.9M reactions from USPTO patents (1976-2016). Task: Predict the product of the given reaction. (1) Given the reactants [N+:1]([C:4]1[CH:5]=[C:6]([CH:11]=[C:12]([NH:14][S:15]([C:18]([F:21])([F:20])[F:19])(=[O:17])=[O:16])[CH:13]=1)[C:7]([O:9][CH3:10])=[O:8])([O-])=O.[H][H].[CH3:24][O:25][C:26]1[N:31]=[C:30]([O:32][CH3:33])[C:29]([C:34]2[CH:43]=[C:42]3[C:37]([C:38](Cl)=[C:39]([C:44]([NH2:46])=[O:45])[CH:40]=[N:41]3)=[CH:36][CH:35]=2)=[CH:28][N:27]=1, predict the reaction product. The product is: [NH2:46][C:44]([C:39]1[CH:40]=[N:41][C:42]2[C:37]([C:38]=1[NH:1][C:4]1[CH:5]=[C:6]([CH:11]=[C:12]([NH:14][S:15]([C:18]([F:21])([F:20])[F:19])(=[O:17])=[O:16])[CH:13]=1)[C:7]([O:9][CH3:10])=[O:8])=[CH:36][CH:35]=[C:34]([C:29]1[C:30]([O:32][CH3:33])=[N:31][C:26]([O:25][CH3:24])=[N:27][CH:28]=1)[CH:43]=2)=[O:45]. (2) Given the reactants [NH:1]1[C:9]2[C:4](=[CH:5][C:6]([C:10]3[C:18]4[C:17]([NH2:19])=[N:16][CH:15]=[N:14][C:13]=4[O:12][CH:11]=3)=[CH:7][CH:8]=2)[CH2:3][CH2:2]1.CN(C(ON1N=NC2C=CC=NC1=2)=[N+](C)C)C.F[P-](F)(F)(F)(F)F.CCN(C(C)C)C(C)C.[CH3:53][C:54]1[CH:55]=[C:56]([CH2:60][C:61](O)=[O:62])[CH:57]=[CH:58][CH:59]=1, predict the reaction product. The product is: [CH3:53][C:54]1[CH:55]=[C:56]([CH2:60][C:61]([N:1]2[C:9]3[C:4](=[CH:5][C:6]([C:10]4[C:18]5[C:17]([NH2:19])=[N:16][CH:15]=[N:14][C:13]=5[O:12][CH:11]=4)=[CH:7][CH:8]=3)[CH2:3][CH2:2]2)=[O:62])[CH:57]=[CH:58][CH:59]=1. (3) Given the reactants [CH3:1][O:2][CH2:3][CH2:4][CH:5]([C:7]1[CH:16]=[CH:15][C:10]([C:11]([O:13]C)=[O:12])=[CH:9][CH:8]=1)[CH3:6].O.[OH-].[Li+].Cl, predict the reaction product. The product is: [CH3:1][O:2][CH2:3][CH2:4][CH:5]([C:7]1[CH:8]=[CH:9][C:10]([C:11]([OH:13])=[O:12])=[CH:15][CH:16]=1)[CH3:6]. (4) Given the reactants [F:1][C:2]1[CH:10]=[C:9]2[C:5]([CH:6]=[CH:7][N:8]2[S:11]([C:14]2[CH:19]=[CH:18][CH:17]=[CH:16][CH:15]=2)(=[O:13])=[O:12])=[CH:4][CH:3]=1.[Br:20]Br.[O-]S([O-])(=S)=O.[Na+].[Na+], predict the reaction product. The product is: [Br:20][C:6]1[C:5]2[C:9](=[CH:10][C:2]([F:1])=[CH:3][CH:4]=2)[N:8]([S:11]([C:14]2[CH:19]=[CH:18][CH:17]=[CH:16][CH:15]=2)(=[O:13])=[O:12])[CH:7]=1. (5) Given the reactants C([O:3][C:4](=[O:16])[CH:5]([CH2:11][CH:12]1[CH2:15][CH2:14][CH2:13]1)[C:6]([O:8]CC)=[O:7])C.[OH-].[K+], predict the reaction product. The product is: [CH:12]1([CH2:11][CH:5]([C:6]([OH:8])=[O:7])[C:4]([OH:16])=[O:3])[CH2:15][CH2:14][CH2:13]1. (6) Given the reactants C([O-])(=O)C.[Na+].Cl.[NH2:7][OH:8].[F:9][C:10]1[CH:17]=[C:16]([O:18][CH3:19])[CH:15]=[CH:14][C:11]=1[CH:12]=O, predict the reaction product. The product is: [F:9][C:10]1[CH:17]=[C:16]([O:18][CH3:19])[CH:15]=[CH:14][C:11]=1[CH:12]=[N:7][OH:8]. (7) Given the reactants [NH2:1][CH:2]([C:5]1[N:6]([C:16]2[CH:21]=[CH:20][CH:19]=[C:18]([F:22])[CH:17]=2)[C:7](=[O:15])[C:8]2[N:9]([CH:11]=[CH:12][C:13]=2[Cl:14])[CH:10]=1)[CH2:3][CH3:4].Cl[C:24]1[N:32]=[CH:31][N:30]=[C:29]2[C:25]=1[N:26]=[CH:27][NH:28]2, predict the reaction product. The product is: [N:32]1[C:24]([NH:1][CH:2]([C:5]2[N:6]([C:16]3[CH:21]=[CH:20][CH:19]=[C:18]([F:22])[CH:17]=3)[C:7](=[O:15])[C:8]3[N:9]([CH:11]=[CH:12][C:13]=3[Cl:14])[CH:10]=2)[CH2:3][CH3:4])=[C:25]2[C:29]([NH:28][CH:27]=[N:26]2)=[N:30][CH:31]=1. (8) Given the reactants [Br:1][C:2]1[CH:7]=[CH:6][CH:5]=[C:4](F)[N:3]=1.[O:9]1[CH2:14][CH2:13][CH:12]([C@H:15]([NH2:17])[CH3:16])[CH2:11][CH2:10]1.CCN(C(C)C)C(C)C.CS(C)=O, predict the reaction product. The product is: [Br:1][C:2]1[N:3]=[C:4]([NH:17][C@@H:15]([CH:12]2[CH2:13][CH2:14][O:9][CH2:10][CH2:11]2)[CH3:16])[CH:5]=[CH:6][CH:7]=1. (9) The product is: [Br:1][C:2]1[CH:3]=[N:4][C:5]([NH:11][CH2:9][CH3:10])=[N:6][CH:7]=1. Given the reactants [Br:1][C:2]1[CH:3]=[N:4][C:5](Cl)=[N:6][CH:7]=1.[CH2:9]([NH2:11])[CH3:10].N#N, predict the reaction product.